This data is from Catalyst prediction with 721,799 reactions and 888 catalyst types from USPTO. The task is: Predict which catalyst facilitates the given reaction. (1) Reactant: [CH2:1]([O:8][C:9]1[CH:16]=[C:15]([O:17][CH3:18])[CH:14]=[CH:13][C:10]=1[CH:11]=[O:12])[C:2]1[CH:7]=[CH:6][CH:5]=[CH:4][CH:3]=1.[H-].[Al+3].[Li+].[H-].[H-].[H-].O.O.O.O.O.O.O.O.O.O.[O-]S([O-])(=O)=O.[Na+].[Na+]. Product: [CH2:1]([O:8][C:9]1[CH:16]=[C:15]([O:17][CH3:18])[CH:14]=[CH:13][C:10]=1[CH2:11][OH:12])[C:2]1[CH:3]=[CH:4][CH:5]=[CH:6][CH:7]=1. The catalyst class is: 7. (2) Reactant: [CH3:1][N:2]1[CH2:7][CH2:6][N:5]([C:8]2[CH:9]=[CH:10][C:11]([N+:24]([O-])=O)=[C:12]([NH:14][S:15]([C:18]3[CH:23]=[CH:22][CH:21]=[CH:20][CH:19]=3)(=[O:17])=[O:16])[CH:13]=2)[CH2:4][CH2:3]1.O.NN.CO[C:32]1[CH:37]=[C:36]([CH3:38])[CH:35]=[CH:34][C:33]=1[S:39]([Cl:42])(=[O:41])=[O:40].C1C[O:46][CH2:45]C1. Product: [ClH:42].[CH3:45][O:46][C:35]1[CH:34]=[C:33]([S:39]([NH:24][C:11]2[CH:10]=[CH:9][C:8]([N:5]3[CH2:6][CH2:7][N:2]([CH3:1])[CH2:3][CH2:4]3)=[CH:13][C:12]=2[NH:14][S:15]([C:18]2[CH:23]=[CH:22][CH:21]=[CH:20][CH:19]=2)(=[O:17])=[O:16])(=[O:40])=[O:41])[CH:32]=[CH:37][C:36]=1[CH3:38]. The catalyst class is: 181.